This data is from Full USPTO retrosynthesis dataset with 1.9M reactions from patents (1976-2016). The task is: Predict the reactants needed to synthesize the given product. (1) Given the product [Cl:9][C:10]1[CH:15]=[C:14]([N:4]2[C@H:5]([CH3:8])[CH2:6][O:7][C@H:2]([CH3:1])[CH2:3]2)[N:13]=[C:12]([NH:17][CH3:18])[N:11]=1, predict the reactants needed to synthesize it. The reactants are: [CH3:1][C@H:2]1[O:7][CH2:6][C@@H:5]([CH3:8])[NH:4][CH2:3]1.[Cl:9][C:10]1[CH:15]=[C:14](Cl)[N:13]=[C:12]([NH:17][CH3:18])[N:11]=1.CCN(C(C)C)C(C)C. (2) Given the product [NH2:28][CH2:27][CH2:26][C:24]1[N:23]=[C:22]([C:39]2[CH:40]=[CH:41][C:42]([CH3:45])=[CH:43][CH:44]=2)[N:21]([CH:17]([C:9]2[N:8]([CH2:1][C:2]3[CH:3]=[CH:4][CH:5]=[CH:6][CH:7]=3)[C:13](=[O:14])[C:12]([CH3:15])=[C:11]([CH3:16])[N:10]=2)[CH:18]([CH3:20])[CH3:19])[CH:25]=1, predict the reactants needed to synthesize it. The reactants are: [CH2:1]([N:8]1[C:13](=[O:14])[C:12]([CH3:15])=[C:11]([CH3:16])[N:10]=[C:9]1[CH:17]([N:21]1[CH:25]=[C:24]([CH2:26][CH2:27][N:28]2C(=O)C3C(=CC=CC=3)C2=O)[N:23]=[C:22]1[C:39]1[CH:44]=[CH:43][C:42]([CH3:45])=[CH:41][CH:40]=1)[CH:18]([CH3:20])[CH3:19])[C:2]1[CH:7]=[CH:6][CH:5]=[CH:4][CH:3]=1.O.NN. (3) Given the product [CH3:1][C:2]1[CH:39]=[C:38]([CH3:40])[CH:37]=[CH:36][C:3]=1[O:4][C:5]1[C:14]([C:13]([NH:12][CH2:16][C:17]2[CH:22]=[CH:21][C:20]([O:23][CH3:24])=[CH:19][CH:18]=2)=[O:15])=[C:9]([NH:10][C:26]2[CH:31]=[CH:30][C:29]([I:32])=[CH:28][C:27]=2[F:33])[N:8]([CH3:34])[C:7](=[O:35])[CH:6]=1, predict the reactants needed to synthesize it. The reactants are: [CH3:1][C:2]1[CH:39]=[C:38]([CH3:40])[CH:37]=[CH:36][C:3]=1[O:4][C:5]1[C:14]2[C:13](=[O:15])[N:12]([CH2:16][C:17]3[CH:22]=[CH:21][C:20]([O:23][CH3:24])=[CH:19][CH:18]=3)C(=O)[N:10]([C:26]3[CH:31]=[CH:30][C:29]([I:32])=[CH:28][C:27]=3[F:33])[C:9]=2[N:8]([CH3:34])[C:7](=[O:35])[CH:6]=1.[OH-].[Li+].C(OCC)(=O)C. (4) Given the product [F:6][C:7]1[CH:8]=[CH:9][C:10]([C:13]2[C:17](/[CH:18]=[CH:19]/[C:20]3[S:21][C:22]([C:26]([OH:28])=[O:27])=[C:23]([CH3:25])[N:24]=3)=[CH:16][O:15][N:14]=2)=[N:11][CH:12]=1, predict the reactants needed to synthesize it. The reactants are: S(=O)(=O)(O)O.[F:6][C:7]1[CH:8]=[CH:9][C:10]([C:13]2[C:17]([CH:18](O)[CH2:19][C:20]3[S:21][C:22]([C:26]([OH:28])=[O:27])=[C:23]([CH3:25])[N:24]=3)=[CH:16][O:15][N:14]=2)=[N:11][CH:12]=1. (5) Given the product [Cl:55][C:51]1[CH:50]=[C:49]2[C:54]([C:46]([C:2]3[N:3]=[C:4]4[C:10]([C:11]([NH:13][CH:14]([CH3:16])[CH3:15])=[O:12])=[CH:9][N:8]([CH2:17][O:18][CH2:19][CH2:20][Si:21]([CH3:24])([CH3:23])[CH3:22])[C:5]4=[N:6][CH:7]=3)=[N:47][NH:48]2)=[CH:53][CH:52]=1, predict the reactants needed to synthesize it. The reactants are: Br[C:2]1[N:3]=[C:4]2[C:10]([C:11]([NH:13][CH:14]([CH3:16])[CH3:15])=[O:12])=[CH:9][N:8]([CH2:17][O:18][CH2:19][CH2:20][Si:21]([CH3:24])([CH3:23])[CH3:22])[C:5]2=[N:6][CH:7]=1.C(C1CN(C(=O)[C@H](NC(C2C3C(=NC=C([C:46]4[C:54]5[C:49](=[CH:50][C:51]([Cl:55])=[CH:52][CH:53]=5)[N:48](C)[N:47]=4)N=3)NC=2)=O)C)C1)#N. (6) Given the product [CH:1]([O:5][C:6]1[CH:14]=[CH:13][C:12]([S:15]([CH3:18])(=[O:17])=[O:16])=[CH:11][C:7]=1[C:8]([N:22]1[CH2:23][CH2:24][N:19]([C:25]2[S:26][C:27]([C:30]#[N:31])=[CH:28][N:29]=2)[CH2:20][CH2:21]1)=[O:10])([CH2:3][CH3:4])[CH3:2], predict the reactants needed to synthesize it. The reactants are: [CH:1]([O:5][C:6]1[CH:14]=[CH:13][C:12]([S:15]([CH3:18])(=[O:17])=[O:16])=[CH:11][C:7]=1[C:8]([OH:10])=O)([CH2:3][CH3:4])[CH3:2].[N:19]1([C:25]2[S:26][C:27]([C:30]#[N:31])=[CH:28][N:29]=2)[CH2:24][CH2:23][NH:22][CH2:21][CH2:20]1. (7) The reactants are: F[C:2]1[CH:16]=[CH:15][C:5]2[C:6](=[O:14])[NH:7][C:8]3[C:13]([C:4]=2[CH:3]=1)=[CH:12][CH:11]=[CH:10][N:9]=3.F[C:18]1[CH:23]=[CH:22][CH:21]=[CH:20][C:19]=1[OH:24].C(=O)([O-])[O-].[K+].[K+]. Given the product [C:4]([C:22]1[CH:21]=[CH:20][C:19]([O:24][C:2]2[CH:16]=[CH:15][C:5]3[C:6](=[O:14])[NH:7][C:8]4[C:13]([C:4]=3[CH:3]=2)=[CH:12][CH:11]=[CH:10][N:9]=4)=[CH:18][CH:23]=1)([CH3:13])([CH3:5])[CH3:3], predict the reactants needed to synthesize it.